This data is from Full USPTO retrosynthesis dataset with 1.9M reactions from patents (1976-2016). The task is: Predict the reactants needed to synthesize the given product. Given the product [Br:1][CH2:44][CH2:43][C@H:42]([NH:41][C:39]([O:38][C:34]([CH3:37])([CH3:36])[CH3:35])=[O:40])[C:46]([O:48][CH:49]1[CH2:53][CH2:52][CH2:51][CH2:50]1)=[O:47], predict the reactants needed to synthesize it. The reactants are: [Br:1]N1C(=O)CCC1=O.C1(P(C2C=CC=CC=2)C2C=CC=CC=2)C=CC=CC=1.N1C=CC=CC=1.[C:34]([O:38][C:39]([NH:41][C@H:42]([C:46]([O:48][CH:49]1[CH2:53][CH2:52][CH2:51][CH2:50]1)=[O:47])[CH2:43][CH2:44]O)=[O:40])([CH3:37])([CH3:36])[CH3:35].